This data is from CYP1A2 inhibition data for predicting drug metabolism from PubChem BioAssay. The task is: Regression/Classification. Given a drug SMILES string, predict its absorption, distribution, metabolism, or excretion properties. Task type varies by dataset: regression for continuous measurements (e.g., permeability, clearance, half-life) or binary classification for categorical outcomes (e.g., BBB penetration, CYP inhibition). Dataset: cyp1a2_veith. (1) The drug is Nc1c(S(N)(=O)=O)cc(S(N)(=O)=O)cc1S(N)(=O)=O. The result is 0 (non-inhibitor). (2) The result is 0 (non-inhibitor). The drug is CCOC(=O)Cc1csc(N/N=C/c2ccc(C(F)(F)F)cc2)n1. (3) The compound is O=S(=O)(c1ccc(F)cc1)N1CCCC(CO)C1. The result is 0 (non-inhibitor). (4) The drug is O=C(Nc1nc2ccccc2n1CCN1CCCCC1)C1CCCCC1. The result is 0 (non-inhibitor). (5) The molecule is COc1ccccc1CNc1ncncc1-c1ccccc1Cl. The result is 1 (inhibitor). (6) The compound is CC(C)(CO)Cc1cc(C(C)(C)C)c(O)c(C(C)(C)C)c1. The result is 1 (inhibitor). (7) The compound is Cc1cc2nnc(SCC(=O)N3CCN(c4ccccc4)CC3)n2c(N)n1. The result is 0 (non-inhibitor). (8) The molecule is Cc1cc(N)ccc1NC(=O)c1ccccc1. The result is 1 (inhibitor). (9) The compound is O=C(CSc1nnc(-c2cccs2)n1-c1ccccc1)N1CCCC1. The result is 1 (inhibitor).